From a dataset of Forward reaction prediction with 1.9M reactions from USPTO patents (1976-2016). Predict the product of the given reaction. (1) Given the reactants C([O:4][CH:5]=[CH:6][C@@H:7]([CH3:14])[CH2:8][CH2:9][CH:10]=[C:11]([CH3:13])[CH3:12])(=O)C.P(=O)(O)(O)O.O, predict the reaction product. The product is: [CH3:13][C:11]1([CH3:12])[CH2:10][CH2:9][CH2:8][C@H:7]([CH3:14])[C@H:6]1[CH:5]=[O:4]. (2) Given the reactants [H-].[H-].[H-].[H-].[Li+].[Al+3].[Al+3].[Cl-].[Cl-].[Cl-].[CH:11]1([C:17]2([CH2:28][O:29][CH3:30])[CH2:22][O:21][C:20]3([CH2:27][CH2:26][CH2:25][CH2:24][CH2:23]3)[O:19][CH2:18]2)[CH2:16][CH2:15][CH2:14][CH2:13][CH2:12]1.[OH-].[Na+].S([O-])([O-])(=O)=O.[Na+].[Na+], predict the reaction product. The product is: [CH:11]1([C:17]([CH2:28][O:29][CH3:30])([CH2:18][O:19][CH:20]2[CH2:23][CH2:24][CH2:25][CH2:26][CH2:27]2)[CH2:22][OH:21])[CH2:12][CH2:13][CH2:14][CH2:15][CH2:16]1. (3) Given the reactants [Cl:1][C:2]1[N:7]2[N:8]=[C:9]([C:11]3[CH:16]=[CH:15][N:14]=[CH:13][CH:12]=3)[CH:10]=[C:6]2[CH:5]=[CH:4][CH:3]=1.[C:17](OC(=O)C)(=[O:19])[CH3:18].B(F)(F)F, predict the reaction product. The product is: [Cl:1][C:2]1[N:7]2[N:8]=[C:9]([C:11]3[CH:16]=[CH:15][N:14]=[CH:13][CH:12]=3)[C:10]([C:17](=[O:19])[CH3:18])=[C:6]2[CH:5]=[CH:4][CH:3]=1. (4) The product is: [F:12][C:9]1([F:13])[O:10][C:11]2[CH:2]=[CH:3][C:4]([C:24]3[CH:29]=[CH:28][C:27]([NH2:30])=[CH:26][CH:25]=3)=[CH:5][C:6]=2[O:7][C:8]1([F:15])[F:14]. Given the reactants Br[C:2]1[C:11]2[O:10][C:9]([F:13])([F:12])[C:8]([F:15])([F:14])[O:7][C:6]=2[CH:5]=[CH:4][CH:3]=1.CC1(C)C(C)(C)OB([C:24]2[CH:29]=[CH:28][C:27]([NH2:30])=[CH:26][CH:25]=2)O1.C(=O)([O-])[O-].[Cs+].[Cs+], predict the reaction product.